From a dataset of Catalyst prediction with 721,799 reactions and 888 catalyst types from USPTO. Predict which catalyst facilitates the given reaction. Reactant: [Br:1][CH2:2][C:3](Br)=[O:4].[NH2:6][C:7]1[O:8][CH:9]=[CH:10][N:11]=1.C(N(CC)CC)C. Product: [Br:1][CH2:2][C:3]([NH:6][C:7]1[O:8][CH:9]=[CH:10][N:11]=1)=[O:4]. The catalyst class is: 22.